From a dataset of Reaction yield outcomes from USPTO patents with 853,638 reactions. Predict the reaction yield, written as a fraction of the theoretical maximum amount of product (1.0 means a 100% yield; for example, 0.34 means a 34% yield). (1) The reactants are [Cl:1][C:2]1[CH:7]=[CH:6][C:5]([C:8]2[C:12]([CH2:13][O:14][C:15]3[CH:23]=[CH:22][C:18]([C:19]([OH:21])=O)=[CH:17][N:16]=3)=[CH:11][O:10][N:9]=2)=[CH:4][CH:3]=1.[NH2:24][C:25]([CH3:29])([CH3:28])[CH2:26][OH:27]. No catalyst specified. The product is [Cl:1][C:2]1[CH:3]=[CH:4][C:5]([C:8]2[C:12]([CH2:13][O:14][C:15]3[CH:23]=[CH:22][C:18]([C:19]([NH:24][C:25]([CH3:29])([CH3:28])[CH2:26][OH:27])=[O:21])=[CH:17][N:16]=3)=[CH:11][O:10][N:9]=2)=[CH:6][CH:7]=1. The yield is 0.450. (2) The reactants are [O:1]1CCC[CH2:2]1.Br[C:7]1[CH:12]=[CH:11][C:10]([CH:13]2[O:17][CH2:16][CH2:15][O:14]2)=[CH:9][N:8]=1.C([Li])CCC.CN(C)C=O. The catalyst is O. The product is [O:14]1[CH2:15][CH2:16][O:17][CH:13]1[C:10]1[CH:11]=[CH:12][C:7]([CH:2]=[O:1])=[N:8][CH:9]=1. The yield is 0.470. (3) The reactants are [OH:1][CH2:2][C:3]1[CH:13]=[CH:12][C:6]([O:7][CH2:8][C:9]([OH:11])=O)=[CH:5][CH:4]=1.[OH:14][C:15]([C:35]1[S:36][CH:37]=[CH:38][CH:39]=1)([C:30]1[S:31][CH:32]=[CH:33][CH:34]=1)[C:16]([O:18][C@H:19]1[CH2:24][CH2:23][C@H:22]([N:25]([CH2:27][CH2:28][NH2:29])[CH3:26])[CH2:21][CH2:20]1)=[O:17].CN(C(ON1N=NC2C=CC=CC1=2)=[N+](C)C)C.F[P-](F)(F)(F)(F)F.CCN(C(C)C)C(C)C. The catalyst is CN(C=O)C. The product is [OH:14][C:15]([C:30]1[S:31][CH:32]=[CH:33][CH:34]=1)([C:35]1[S:36][CH:37]=[CH:38][CH:39]=1)[C:16]([O:18][C@H:19]1[CH2:20][CH2:21][C@H:22]([N:25]([CH2:27][CH2:28][NH:29][C:9](=[O:11])[CH2:8][O:7][C:6]2[CH:5]=[CH:4][C:3]([CH2:2][OH:1])=[CH:13][CH:12]=2)[CH3:26])[CH2:23][CH2:24]1)=[O:17]. The yield is 0.470. (4) The reactants are [CH3:1][C:2]([CH3:23])([CH3:22])[CH:3]([C:5]1[CH:10]=[CH:9][C:8]([C:11]2[CH:16]=[CH:15][C:14]([O:17][C:18]([F:21])([F:20])[F:19])=[CH:13][CH:12]=2)=[CH:7][N:6]=1)[OH:4].CC(OI1(OC(C)=O)(OC(C)=O)OC(=O)C2C=CC=CC1=2)=O. The catalyst is C(Cl)Cl. The product is [CH3:1][C:2]([CH3:23])([CH3:22])[C:3]([C:5]1[CH:10]=[CH:9][C:8]([C:11]2[CH:16]=[CH:15][C:14]([O:17][C:18]([F:21])([F:19])[F:20])=[CH:13][CH:12]=2)=[CH:7][N:6]=1)=[O:4]. The yield is 0.250. (5) The reactants are [NH2:1][C:2]1[CH:7]=[CH:6][C:5]([OH:8])=[CH:4][CH:3]=1.CC(C)([O-])C.[K+].Cl[C:16]1[CH:21]=[CH:20][N:19]=[C:18]([C:22](=[O:32])[NH:23][CH2:24][CH2:25][N:26]2[CH2:31][CH2:30][O:29][CH2:28][CH2:27]2)[CH:17]=1.C([O-])([O-])=O.[K+].[K+]. The catalyst is CN(C=O)C. The product is [N:26]1([CH2:25][CH2:24][NH:23][C:22]([C:18]2([O:8][C:5]3[CH:6]=[CH:7][C:2]([NH2:1])=[CH:3][CH:4]=3)[CH:17]=[CH:16][CH:21]=[CH:20][NH:19]2)=[O:32])[CH2:31][CH2:30][O:29][CH2:28][CH2:27]1. The yield is 0.650.